From a dataset of Aqueous solubility values for 9,982 compounds from the AqSolDB database. Regression/Classification. Given a drug SMILES string, predict its absorption, distribution, metabolism, or excretion properties. Task type varies by dataset: regression for continuous measurements (e.g., permeability, clearance, half-life) or binary classification for categorical outcomes (e.g., BBB penetration, CYP inhibition). For this dataset (solubility_aqsoldb), we predict Y. (1) The molecule is N=C(N)N.[Cl-].[H+]. The Y is 1.35 log mol/L. (2) The compound is O=S(=O)([O-])[O-].O=[V+2]. The Y is 0.457 log mol/L.